This data is from Reaction yield outcomes from USPTO patents with 853,638 reactions. The task is: Predict the reaction yield, written as a fraction of the theoretical maximum amount of product (1.0 means a 100% yield; for example, 0.34 means a 34% yield). (1) The reactants are [CH3:1][O:2][C:3]1[CH:12]=[CH:11][C:6]([C:7]([O:9][CH3:10])=[O:8])=[C:5]([N+:13]([O-])=O)[CH:4]=1. The catalyst is CO. The product is [NH2:13][C:5]1[CH:4]=[C:3]([O:2][CH3:1])[CH:12]=[CH:11][C:6]=1[C:7]([O:9][CH3:10])=[O:8]. The yield is 0.760. (2) The reactants are [C:1]([O:5][C:6]([N:8]1[CH2:16][C:15]2[C:10](=[CH:11][CH:12]=[C:13](Br)[CH:14]=2)[CH2:9]1)=[O:7])([CH3:4])([CH3:3])[CH3:2].C(P(C(C)(C)C)C1C=CC=CC=1C1C=CC=CC=1)(C)(C)C.CC(C)([O-])C.[Na+].[CH3:45][N:46]1[CH2:51][CH2:50][NH:49][CH2:48][CH2:47]1. The catalyst is CCOCC.C1C=CC(/C=C/C(/C=C/C2C=CC=CC=2)=O)=CC=1.C1C=CC(/C=C/C(/C=C/C2C=CC=CC=2)=O)=CC=1.C1C=CC(/C=C/C(/C=C/C2C=CC=CC=2)=O)=CC=1.[Pd].[Pd].C1(C)C=CC=CC=1. The product is [C:1]([O:5][C:6]([N:8]1[CH2:16][C:15]2[C:10](=[CH:11][CH:12]=[C:13]([N:49]3[CH2:50][CH2:51][N:46]([CH3:45])[CH2:47][CH2:48]3)[CH:14]=2)[CH2:9]1)=[O:7])([CH3:4])([CH3:3])[CH3:2]. The yield is 0.460. (3) The yield is 0.920. The product is [CH3:22][C:2]([CH3:21])([CH3:1])[C@@H:3]([N:5]([CH2:10][CH2:11][C:12]([C:14]1[CH:19]=[CH:18][C:17]([F:20])=[CH:16][CH:15]=1)([OH:13])[CH2:28][CH:24]=[CH2:25])[C:6](=[O:9])[O:7][CH3:8])[CH3:4]. The reactants are [CH3:1][C:2]([CH3:22])([CH3:21])[C@@H:3]([N:5]([CH2:10][CH2:11][C:12]([C:14]1[CH:19]=[CH:18][C:17]([F:20])=[CH:16][CH:15]=1)=[O:13])[C:6](=[O:9])[O:7][CH3:8])[CH3:4].[Br-].[CH2:24]1[CH2:28]OC[CH2:25]1. No catalyst specified. (4) The reactants are [Si:1]([O:8][C:9]1[CH:14]=[CH:13][C:12]([NH2:15])=[C:11]([N+:16]([O-])=O)[CH:10]=1)([C:4]([CH3:7])([CH3:6])[CH3:5])([CH3:3])[CH3:2].C(O)(=O)C. The catalyst is CCO.[Fe]. The product is [Si:1]([O:8][C:9]1[CH:10]=[C:11]([NH2:16])[C:12]([NH2:15])=[CH:13][CH:14]=1)([C:4]([CH3:7])([CH3:6])[CH3:5])([CH3:3])[CH3:2]. The yield is 0.770.